This data is from Full USPTO retrosynthesis dataset with 1.9M reactions from patents (1976-2016). The task is: Predict the reactants needed to synthesize the given product. (1) Given the product [Cl:31][C:30]1[C:25]([NH:24][C:4](=[O:6])[C:3]2[CH:7]=[C:8]([C:11]3[CH:16]=[CH:15][CH:14]=[C:13]([F:17])[CH:12]=3)[CH:9]=[CH:10][C:2]=2[F:1])=[C:26]([F:33])[C:27]([OH:32])=[CH:28][CH:29]=1, predict the reactants needed to synthesize it. The reactants are: [F:1][C:2]1[CH:10]=[CH:9][C:8]([C:11]2[CH:16]=[CH:15][CH:14]=[C:13]([F:17])[CH:12]=2)=[CH:7][C:3]=1[C:4]([OH:6])=O.C(Cl)(C(Cl)=O)=O.[NH2:24][C:25]1[C:26]([F:33])=[C:27]([OH:32])[CH:28]=[CH:29][C:30]=1[Cl:31].C([O-])(O)=O.[Na+]. (2) Given the product [C:18]([O:22][C:23](=[O:41])[N:24]([CH:25]1[CH2:26][CH2:27][N:28]([CH2:14][CH2:13][N:10]2[C:11]3[C:6](=[CH:5][CH:4]=[C:3]([O:2][CH3:1])[CH:12]=3)[C:7]([CH3:17])=[CH:8][C:9]2=[O:16])[CH2:29][CH2:30]1)[CH2:31][C:32](=[O:40])[NH:33][C:34]1[CH:39]=[CH:38][CH:37]=[CH:36][N:35]=1)([CH3:21])([CH3:19])[CH3:20], predict the reactants needed to synthesize it. The reactants are: [CH3:1][O:2][C:3]1[CH:12]=[C:11]2[C:6]([C:7]([CH3:17])=[CH:8][C:9](=[O:16])[N:10]2[CH2:13][CH:14]=O)=[CH:5][CH:4]=1.[C:18]([O:22][C:23](=[O:41])[N:24]([CH2:31][C:32](=[O:40])[NH:33][C:34]1[CH:39]=[CH:38][CH:37]=[CH:36][N:35]=1)[CH:25]1[CH2:30][CH2:29][NH:28][CH2:27][CH2:26]1)([CH3:21])([CH3:20])[CH3:19].C(O[BH-](OC(=O)C)OC(=O)C)(=O)C.[Na+].C(=O)([O-])O.[Na+]. (3) Given the product [CH3:1][N:2]([CH2:3][CH2:4][O:5][C:6]1[CH:11]=[CH:10][CH:9]=[CH:8][C:7]=1[CH:36]=[O:37])[C:20]1[CH:21]=[CH:22][CH:23]=[CH:24][N:25]=1, predict the reactants needed to synthesize it. The reactants are: [CH3:1][N:2]([C:20]1[CH:21]=[CH:22][CH:23]=[CH:24][N:25]=1)[CH2:3][CH2:4][O:5][C:6]1[CH:7]=[CH:8][C:9](CC2SC(=O)NC2=O)=[CH:10][CH:11]=1.ClC1C=CC=CN=1.CNC[CH2:36][OH:37].FC1C=CC(C=O)=CC=1.[H-].[Na+]. (4) Given the product [C:9]([O:13][C:14]([N:16]1[CH:21]([CH3:22])[CH2:20][CH2:19][CH:18]([C:23]([OH:25])=[O:24])[CH2:17]1)=[O:15])([CH3:10])([CH3:11])[CH3:12], predict the reactants needed to synthesize it. The reactants are: O[Li].O.C1COCC1.[C:9]([O:13][C:14]([N:16]1[CH:21]([CH3:22])[CH2:20][CH2:19][CH:18]([C:23]([O:25]C)=[O:24])[CH2:17]1)=[O:15])([CH3:12])([CH3:11])[CH3:10]. (5) The reactants are: [F:1][C:2]1[CH:7]=[CH:6][C:5]([N:8]([CH3:10])[CH3:9])=[CH:4][C:3]=1[N+:11]([O-])=O.[H][H]. Given the product [F:1][C:2]1[CH:7]=[CH:6][C:5]([N:8]([CH3:9])[CH3:10])=[CH:4][C:3]=1[NH2:11], predict the reactants needed to synthesize it. (6) Given the product [F:32][C:4]1[CH:3]=[C:2]([NH:1][C:34]([NH:33][CH:36]([CH3:38])[CH3:37])=[O:35])[CH:31]=[CH:30][C:5]=1[O:6][C:7]1[CH:12]=[CH:11][N:10]=[C:9]2[CH:13]=[C:14]([C:16]3[CH:17]=[CH:18][C:19]([CH2:22][N:23]4[CH2:28][CH2:27][CH2:26][O:25][C:24]4=[O:29])=[CH:20][N:21]=3)[S:15][C:8]=12, predict the reactants needed to synthesize it. The reactants are: [NH2:1][C:2]1[CH:31]=[CH:30][C:5]([O:6][C:7]2[CH:12]=[CH:11][N:10]=[C:9]3[CH:13]=[C:14]([C:16]4[N:21]=[CH:20][C:19]([CH2:22][N:23]5[CH2:28][CH2:27][CH2:26][O:25][C:24]5=[O:29])=[CH:18][CH:17]=4)[S:15][C:8]=23)=[C:4]([F:32])[CH:3]=1.[N:33]([CH:36]([CH3:38])[CH3:37])=[C:34]=[O:35]. (7) Given the product [CH2:27]([O:29][C:30](=[O:33])[CH2:31][CH2:32][NH:2][C@H:3]1[C@H:4]([O:18][CH3:19])[CH2:5][C:6]2[C:11](=[CH:10][C:9]([C:15](=[O:16])[NH2:17])=[CH:8][CH:7]=2)[C:12]1([CH3:14])[CH3:13])[CH3:28], predict the reactants needed to synthesize it. The reactants are: Cl.[NH2:2][C@@H:3]1[C:12]([CH3:14])([CH3:13])[C:11]2[CH:10]=[C:9]([C:15]([NH2:17])=[O:16])[CH:8]=[CH:7][C:6]=2[CH2:5][C@H:4]1[O:18][CH3:19].C(N(CC)CC)C.[CH2:27]([O:29][C:30](=[O:33])[CH:31]=[CH2:32])[CH3:28].